This data is from Forward reaction prediction with 1.9M reactions from USPTO patents (1976-2016). The task is: Predict the product of the given reaction. (1) The product is: [NH2:24][C:19]1[N:20]=[C:21]([N:8]2[C:9]3[C:5](=[CH:4][CH:3]=[C:2]([I:1])[CH:10]=3)[C:6]([C:11]([OH:13])=[O:12])=[N:7]2)[CH:22]=[C:17]([Cl:16])[N:18]=1. Given the reactants [I:1][C:2]1[CH:10]=[C:9]2[C:5]([C:6]([C:11]([OH:13])=[O:12])=[N:7][NH:8]2)=[CH:4][CH:3]=1.[H-].[Na+].[Cl:16][C:17]1[CH:22]=[C:21](Cl)[N:20]=[C:19]([NH2:24])[N:18]=1, predict the reaction product. (2) The product is: [CH3:1][O:2][C:3](=[O:23])[CH:4]([C:6]1[CH:7]=[N:8][CH:9]=[C:10]([C:12]2[CH:17]=[CH:16][C:15]([F:18])=[CH:14][C:13]=2[CH2:19][N:20]([CH2:21][CH3:22])[C:32]([NH:31][CH2:24][C:25]2[CH:30]=[CH:29][CH:28]=[CH:27][CH:26]=2)=[O:33])[CH:11]=1)[CH3:5]. Given the reactants [CH3:1][O:2][C:3](=[O:23])[CH:4]([C:6]1[CH:7]=[N:8][CH:9]=[C:10]([C:12]2[CH:17]=[CH:16][C:15]([F:18])=[CH:14][C:13]=2[CH2:19][NH:20][CH2:21][CH3:22])[CH:11]=1)[CH3:5].[CH2:24]([N:31]=[C:32]=[O:33])[C:25]1[CH:30]=[CH:29][CH:28]=[CH:27][CH:26]=1, predict the reaction product. (3) The product is: [C:53]([CH2:45][N:26]1[CH2:25][CH2:24][O:23][C:22]2[N:27]=[C:18]([C:15]3[CH:14]=[CH:13][C:12]([C:8]4([NH:7][C:6](=[O:34])[O:5][CH2:1][CH2:4][CH2:42][CH3:43])[CH2:11][CH2:10][CH2:9]4)=[CH:17][CH:16]=3)[C:19]([C:28]3[CH:33]=[CH:32][CH:31]=[CH:30][CH:29]=3)=[CH:20][C:21]1=2)#[N:51]. Given the reactants [C:1]([O:5][C:6](=[O:34])[NH:7][C:8]1([C:12]2[CH:17]=[CH:16][C:15]([C:18]3[C:19]([C:28]4[CH:33]=[CH:32][CH:31]=[CH:30][CH:29]=4)=[CH:20][C:21]4[NH:26][CH2:25][CH2:24][O:23][C:22]=4[N:27]=3)=[CH:14][CH:13]=2)[CH2:11][CH2:10][CH2:9]1)([CH3:4])(C)C.C(=O)([O-])[O-].[K+].[K+].Br[CH2:42][C:43]#N.[C:45]([O-])(O)=O.[Na+].C[N:51]([CH:53]=O)C, predict the reaction product. (4) Given the reactants [CH2:1]([N:3]([C:12]1[CH:13]=[CH:14][CH:15]=[C:16]2[C:20]=1[NH:19][C:18]([C:21]1[S:22][C:23]([CH2:26][OH:27])=[CH:24][N:25]=1)=[CH:17]2)[S:4]([C:7]1[S:8][CH:9]=[CH:10][CH:11]=1)(=[O:6])=[O:5])[CH3:2].O[C:29]1[CH:38]=[CH:37][C:32]([C:33]([O:35][CH3:36])=[O:34])=[CH:31][CH:30]=1.C(P(C(C)(C)C)C(C)(C)C)(C)(C)C.N(C(N1CCCCC1)=O)=NC(N1CCCCC1)=O, predict the reaction product. The product is: [CH2:1]([N:3]([S:4]([C:7]1[S:8][CH:9]=[CH:10][CH:11]=1)(=[O:5])=[O:6])[C:12]1[CH:13]=[CH:14][CH:15]=[C:16]2[C:20]=1[NH:19][C:18]([C:21]1[S:22][C:23]([CH2:26][O:27][C:29]3[CH:38]=[CH:37][C:32]([C:33]([O:35][CH3:36])=[O:34])=[CH:31][CH:30]=3)=[CH:24][N:25]=1)=[CH:17]2)[CH3:2]. (5) The product is: [C:24]([N:1]1[CH2:2][CH2:3][CH:4]([C:5]([O:7][CH2:8][CH3:9])=[O:6])[CH2:10][CH2:11]1)([O:23][C:19]([CH3:22])([CH3:21])[CH3:20])=[O:25]. Given the reactants [NH:1]1[CH2:11][CH2:10][CH:4]([C:5]([O:7][CH2:8][CH3:9])=[O:6])[CH2:3][CH2:2]1.C(N(CC)CC)C.[C:19]([O:23][C:24](O[C:24]([O:23][C:19]([CH3:22])([CH3:21])[CH3:20])=[O:25])=[O:25])([CH3:22])([CH3:21])[CH3:20], predict the reaction product. (6) Given the reactants [C:1]1([N:11]=[C:12](Cl)[C:13]([F:16])([F:15])[F:14])[C:10]2[C:5](=[CH:6][CH:7]=[CH:8][CH:9]=2)[CH:4]=[CH:3][CH:2]=1.[N-:18]=[N+:19]=[N-:20].[Na+].Cl.C(N(CC)CC)C, predict the reaction product. The product is: [C:1]1([N:11]2[C:12]([C:13]([F:16])([F:15])[F:14])=[N:20][N:19]=[N:18]2)[C:10]2[C:5](=[CH:6][CH:7]=[CH:8][CH:9]=2)[CH:4]=[CH:3][CH:2]=1.